This data is from Full USPTO retrosynthesis dataset with 1.9M reactions from patents (1976-2016). The task is: Predict the reactants needed to synthesize the given product. (1) The reactants are: [Cl:1][C:2]1[C:11]2[C:6](=[CH:7][CH:8]=[CH:9][C:10]=2[O:12][CH:13]2[CH2:18][CH2:17][N:16]([CH3:19])[CH2:15][CH2:14]2)[N:5]=[CH:4][N:3]=1.[C:20]([C:22]1[CH:23]=[C:24]([CH:26]=[CH:27][C:28]=1[O:29][CH2:30][C:31]1[CH:36]=[CH:35][CH:34]=[C:33]([F:37])[CH:32]=1)[NH2:25])#[CH:21]. Given the product [ClH:1].[C:20]([C:22]1[CH:23]=[C:24]([CH:26]=[CH:27][C:28]=1[O:29][CH2:30][C:31]1[CH:36]=[CH:35][CH:34]=[C:33]([F:37])[CH:32]=1)[NH:25][C:2]1[C:11]2[C:6](=[CH:7][CH:8]=[CH:9][C:10]=2[O:12][CH:13]2[CH2:18][CH2:17][N:16]([CH3:19])[CH2:15][CH2:14]2)[N:5]=[CH:4][N:3]=1)#[CH:21], predict the reactants needed to synthesize it. (2) Given the product [Br:33][CH2:25][C:16]1[CH:17]=[C:18]([O:20][CH2:21][CH2:22][O:23][CH3:24])[CH:19]=[C:14]([O:13][CH2:12][CH:9]2[CH2:11][CH2:10]2)[CH:15]=1, predict the reactants needed to synthesize it. The reactants are: C(O)C1C=CC=CC=1.[CH:9]1([CH2:12][O:13][C:14]2[CH:15]=[C:16]([CH2:25]O)[CH:17]=[C:18]([O:20][CH2:21][CH2:22][O:23][CH3:24])[CH:19]=2)[CH2:11][CH2:10]1.CS(Cl)(=O)=O.[Li+].[Br-:33]. (3) Given the product [CH3:25][O:24][C:21]1[CH:20]=[CH:19][C:18]([N:8]2[C:9]([C:11]3[CH:16]=[CH:15][C:14]([CH3:17])=[CH:13][CH:12]=3)=[CH:10][C:6]([CH2:5][CH:4]([C:26]3[C:34]4[C:29](=[CH:30][CH:31]=[CH:32][CH:33]=4)[N:28]([CH3:35])[CH:27]=3)[C:3]([OH:36])=[O:2])=[N:7]2)=[CH:23][CH:22]=1, predict the reactants needed to synthesize it. The reactants are: C[O:2][C:3](=[O:36])[CH:4]([C:26]1[C:34]2[C:29](=[CH:30][CH:31]=[CH:32][CH:33]=2)[N:28]([CH3:35])[CH:27]=1)[CH2:5][C:6]1[CH:10]=[C:9]([C:11]2[CH:16]=[CH:15][C:14]([CH3:17])=[CH:13][CH:12]=2)[N:8]([C:18]2[CH:23]=[CH:22][C:21]([O:24][CH3:25])=[CH:20][CH:19]=2)[N:7]=1.[Li+].[OH-]. (4) Given the product [F:40][C:15]([F:14])([C:29]1[C:38]2[C:33](=[CH:34][CH:35]=[CH:36][CH:37]=2)[C:32]([F:39])=[CH:31][CH:30]=1)[CH2:16][NH:17][C:18]1[C:19]([F:28])=[C:20]([CH2:25][CH:26]=[O:27])[C:21]([Cl:24])=[CH:22][CH:23]=1, predict the reactants needed to synthesize it. The reactants are: CS(C)=O.CCN(C(C)C)C(C)C.[F:14][C:15]([F:40])([C:29]1[C:38]2[C:33](=[CH:34][CH:35]=[CH:36][CH:37]=2)[C:32]([F:39])=[CH:31][CH:30]=1)[CH2:16][NH:17][C:18]1[C:19]([F:28])=[C:20]([CH2:25][CH2:26][OH:27])[C:21]([Cl:24])=[CH:22][CH:23]=1.